From a dataset of Full USPTO retrosynthesis dataset with 1.9M reactions from patents (1976-2016). Predict the reactants needed to synthesize the given product. (1) Given the product [CH2:38]([O:37][C:35](=[O:36])[CH2:34][O:31][C@@H:17]([C:8]1[CH:7]=[CH:6][CH:5]=[C:4]([F:3])[C:9]=1[C:10]1[CH:15]=[CH:14][CH:13]=[C:12]([CH3:16])[CH:11]=1)[C@@H:18]1[O:23][CH2:22][CH2:21][N:20]([C:24]([O:26][C:27]([CH3:28])([CH3:30])[CH3:29])=[O:25])[CH2:19]1)[CH3:39], predict the reactants needed to synthesize it. The reactants are: [H-].[Na+].[F:3][C:4]1[C:9]([C:10]2[CH:15]=[CH:14][CH:13]=[C:12]([CH3:16])[CH:11]=2)=[C:8]([C@H:17]([OH:31])[C@@H:18]2[O:23][CH2:22][CH2:21][N:20]([C:24]([O:26][C:27]([CH3:30])([CH3:29])[CH3:28])=[O:25])[CH2:19]2)[CH:7]=[CH:6][CH:5]=1.BrC[CH2:34][C:35]([O:37][CH2:38][CH3:39])=[O:36]. (2) Given the product [CH:1]1([CH2:5][NH:6][C:7]([C:9]2[N:14]=[C:13]([O:15][CH2:16][C:17]([OH:19])=[O:18])[CH:12]=[CH:11][C:10]=2[NH:21][C:22]([C:24]2[C:33]3[C:28](=[CH:29][CH:30]=[CH:31][CH:32]=3)[C:27]([CH2:34][N:35]3[CH:39]=[CH:38][N:37]=[N:36]3)=[CH:26][CH:25]=2)=[O:23])=[O:8])[CH2:4][CH2:3][CH2:2]1, predict the reactants needed to synthesize it. The reactants are: [CH:1]1([CH2:5][NH:6][C:7]([C:9]2[N:14]=[C:13]([O:15][CH2:16][C:17]([O:19]C)=[O:18])[CH:12]=[CH:11][C:10]=2[NH:21][C:22]([C:24]2[C:33]3[C:28](=[CH:29][CH:30]=[CH:31][CH:32]=3)[C:27]([CH2:34][N:35]3[CH:39]=[CH:38][N:37]=[N:36]3)=[CH:26][CH:25]=2)=[O:23])=[O:8])[CH2:4][CH2:3][CH2:2]1.[OH-].[Na+].